From a dataset of Forward reaction prediction with 1.9M reactions from USPTO patents (1976-2016). Predict the product of the given reaction. (1) Given the reactants [C:1]([C:3]1[CH:4]=[C:5]([S:9]([O-:11])=[O:10])[CH:6]=[CH:7][CH:8]=1)#[N:2].[Na+].Br[C:14]1[CH:22]=[CH:21][C:20]2[N:19]([CH3:23])[C:18]3[CH2:24][CH:25]4[NH:29][CH:28]([C:17]=3[C:16]=2[C:15]=1[C:30]([O:32][C:33]([CH3:36])([CH3:35])[CH3:34])=[O:31])[CH2:27][CH2:26]4, predict the reaction product. The product is: [C:1]([C:3]1[CH:4]=[C:5]([S:9]([C:14]2[CH:22]=[CH:21][C:20]3[N:19]([CH3:23])[C:18]4[CH2:24][CH:25]5[NH:29][CH:28]([C:17]=4[C:16]=3[C:15]=2[C:30]([O:32][C:33]([CH3:36])([CH3:35])[CH3:34])=[O:31])[CH2:27][CH2:26]5)(=[O:11])=[O:10])[CH:6]=[CH:7][CH:8]=1)#[N:2]. (2) Given the reactants [C:1]([O:5][C:6]([NH:8][C@@H:9]1[CH:15]=[CH:14][C@@H:13]([CH2:16][O:17][Si](C(C)(C)C)(C)C)[O:12][C@@H:10]1[CH3:11])=[O:7])([CH3:4])([CH3:3])[CH3:2], predict the reaction product. The product is: [C:1]([O:5][C:6]([NH:8][C@@H:9]1[CH2:15][CH2:14][C@@H:13]([CH2:16][OH:17])[O:12][C@@H:10]1[CH3:11])=[O:7])([CH3:4])([CH3:2])[CH3:3]. (3) The product is: [CH3:9][O:8][C:5]1[N:4]=[N:3][C:2]([NH:1][C:26](=[O:27])[O:25][C:19]2[CH:24]=[CH:23][CH:22]=[CH:21][CH:20]=2)=[CH:7][CH:6]=1. Given the reactants [NH2:1][C:2]1[N:3]=[N:4][C:5]([O:8][CH3:9])=[CH:6][CH:7]=1.CC#N.N1C=CC=CC=1.[C:19]1([O:25][C:26](Cl)=[O:27])[CH:24]=[CH:23][CH:22]=[CH:21][CH:20]=1, predict the reaction product.